Dataset: Reaction yield outcomes from USPTO patents with 853,638 reactions. Task: Predict the reaction yield, written as a fraction of the theoretical maximum amount of product (1.0 means a 100% yield; for example, 0.34 means a 34% yield). (1) The product is [C:1]([NH:4][C:5]1[CH:14]=[CH:13][C:8]2[C:9]([CH2:12][CH2:24][C:25]3[N:26]=[C:27]([C:33]4[CH:38]=[CH:37][C:36]([Cl:39])=[CH:35][C:34]=4[Cl:40])[O:28][C:29]=3[CH:30]([CH3:32])[CH3:31])=[N:10][O:11][C:7]=2[CH:6]=1)(=[O:3])[CH3:2]. The reactants are [C:1]([NH:4][C:5]1[CH:14]=[CH:13][C:8]2[C:9]([CH3:12])=[N:10][O:11][C:7]=2[CH:6]=1)(=[O:3])[CH3:2].[Li+].CC([N-]C(C)C)C.I[CH2:24][C:25]1[N:26]=[C:27]([C:33]2[CH:38]=[CH:37][C:36]([Cl:39])=[CH:35][C:34]=2[Cl:40])[O:28][C:29]=1[CH:30]([CH3:32])[CH3:31].[Cl-].[NH4+]. The catalyst is C1COCC1.C(OCC)(=O)C. The yield is 0.700. (2) The reactants are [Br:1][C:2]1[CH:3]=[C:4]2[C:10](I)=[N:9][N:8]([CH:12]3[CH2:17][CH2:16][CH2:15][CH2:14][O:13]3)[C:5]2=[CH:6][N:7]=1.[F:18][C:19]1[CH:24]=[CH:23][CH:22]=[CH:21][C:20]=1B(O)O.C(=O)([O-])[O-].[Na+].[Na+].COCCOC. The catalyst is C1C=CC(P(C2C=CC=CC=2)[C-]2C=CC=C2)=CC=1.C1C=CC(P(C2C=CC=CC=2)[C-]2C=CC=C2)=CC=1.Cl[Pd]Cl.[Fe+2].O.C(O)C. The product is [Br:1][C:2]1[CH:3]=[C:4]2[C:10]([C:20]3[CH:21]=[CH:22][CH:23]=[CH:24][C:19]=3[F:18])=[N:9][N:8]([CH:12]3[CH2:17][CH2:16][CH2:15][CH2:14][O:13]3)[C:5]2=[CH:6][N:7]=1. The yield is 0.380. (3) The reactants are Br[C:2]1[CH:3]=[CH:4][C:5]([N:32]([CH2:40][C:41]([O:43][C:44]([CH3:47])([CH3:46])[CH3:45])=[O:42])[C:33]([O:35][C:36]([CH3:39])([CH3:38])[CH3:37])=[O:34])=[N:6][C:7]=1[CH:8]([CH2:19][C:20]1[N:21]=[N:22][C:23]([C:26]2[CH:31]=[CH:30][CH:29]=[CH:28][CH:27]=2)=[CH:24][CH:25]=1)[NH:9][S:10]([C:13]1[CH:14]=[N:15][CH:16]=[CH:17][CH:18]=1)(=[O:12])=[O:11].C(N(CC)CC)C. The catalyst is C(O)C.[Pd]. The product is [C:36]([O:35][C:33]([N:32]([CH2:40][C:41]([O:43][C:44]([CH3:47])([CH3:46])[CH3:45])=[O:42])[C:5]1[CH:4]=[CH:3][CH:2]=[C:7]([CH:8]([CH2:19][C:20]2[N:21]=[N:22][C:23]([C:26]3[CH:31]=[CH:30][CH:29]=[CH:28][CH:27]=3)=[CH:24][CH:25]=2)[NH:9][S:10]([C:13]2[CH:14]=[N:15][CH:16]=[CH:17][CH:18]=2)(=[O:12])=[O:11])[N:6]=1)=[O:34])([CH3:38])([CH3:39])[CH3:37]. The yield is 0.720. (4) The reactants are [I:1][C:2]1[CH:7]=[CH:6][C:5]([O:8][CH3:9])=[CH:4][C:3]=1[S:10][C:11]1[NH:12][C:13]2[C:18]([N:19]=1)=[C:17]([NH2:20])[N:16]=[CH:15][N:14]=2.Br[CH2:22][CH2:23][CH2:24][NH:25][C:26](=[O:31])[C:27]([CH3:30])([CH3:29])[CH3:28].C([O-])([O-])=O.[Cs+].[Cs+]. The catalyst is CN(C=O)C. The product is [NH2:20][C:17]1[N:16]=[CH:15][N:14]=[C:13]2[C:18]=1[N:19]=[C:11]([S:10][C:3]1[CH:4]=[C:5]([O:8][CH3:9])[CH:6]=[CH:7][C:2]=1[I:1])[N:12]2[CH2:22][CH2:23][CH2:24][NH:25][C:26](=[O:31])[C:27]([CH3:30])([CH3:29])[CH3:28]. The yield is 0.200. (5) The reactants are [F:1][C:2]1[C:7]([F:8])=[CH:6][C:5]([F:9])=[C:4]([F:10])[C:3]=1O.C(=O)([O-])[O-].[Cs+].[Cs+].BrC(F)(F)C(F)(F)Br.CS(C)=O. The catalyst is O.ClCCl. The product is [F:1][C:2]1[C:7]([F:8])=[CH:6][C:5]([F:9])=[C:4]([F:10])[CH:3]=1. The yield is 0.830. (6) The reactants are [N:1]1[CH:6]=[CH:5][CH:4]=[C:3]([CH:7]2[NH:19][C:17]3[C:18]4[C:9](=[N:10][NH:11][C:12](=[O:20])[C:13]=4[CH:14]=[CH:15][CH:16]=3)[CH:8]2[C:21]2[CH:22]=[N:23][CH:24]=[CH:25][CH:26]=2)[CH:2]=1. The catalyst is CO.[Pt](=O)=O. The product is [NH:23]1[CH2:24][CH2:25][CH2:26][CH:21]([CH:8]2[C:9]3=[N:10][NH:11][C:12](=[O:20])[C:13]4[CH:14]=[CH:15][CH:16]=[C:17]([C:18]=43)[NH:19][CH:7]2[C:3]2[CH:2]=[N:1][CH:6]=[CH:5][CH:4]=2)[CH2:22]1. The yield is 0.0400. (7) The reactants are [OH:1][C:2]([CH3:35])([CH3:34])[CH2:3][C@@:4]1([C:28]2[CH:33]=[CH:32][CH:31]=[CH:30][CH:29]=2)[O:9][C:8](=[O:10])[N:7]([C@H:11]([C:13]2[CH:18]=[CH:17][C:16](B3OC(C)(C)C(C)(C)O3)=[CH:15][CH:14]=2)[CH3:12])[CH2:6][CH2:5]1.Br[C:37]1[CH:38]=[N:39][N:40]([C@H:42]2[CH2:46][CH2:45][O:44][CH2:43]2)[CH:41]=1. No catalyst specified. The product is [OH:1][C:2]([CH3:34])([CH3:35])[CH2:3][C@@:4]1([C:28]2[CH:29]=[CH:30][CH:31]=[CH:32][CH:33]=2)[O:9][C:8](=[O:10])[N:7]([C@H:11]([C:13]2[CH:18]=[CH:17][C:16]([C:37]3[CH:38]=[N:39][N:40]([C@H:42]4[CH2:46][CH2:45][O:44][CH2:43]4)[CH:41]=3)=[CH:15][CH:14]=2)[CH3:12])[CH2:6][CH2:5]1. The yield is 0.370. (8) The reactants are C([N:8]1[CH2:13][CH2:12][C@@H:11]([CH:14]2[CH2:16][CH2:15]2)[C@H:10]([NH:17][C:18](=[O:24])[O:19][C:20]([CH3:23])([CH3:22])[CH3:21])[CH2:9]1)C1C=CC=CC=1.[H][H]. The catalyst is CO.[Pd]. The product is [C:20]([O:19][C:18](=[O:24])[NH:17][C@H:10]1[C@H:11]([CH:14]2[CH2:15][CH2:16]2)[CH2:12][CH2:13][NH:8][CH2:9]1)([CH3:23])([CH3:21])[CH3:22]. The yield is 1.00. (9) The reactants are [F:1][C:2]([F:39])([F:38])[CH2:3][N:4]1[C:8]2[N:9]=[C:10]([C:19]3[CH:24]=[CH:23][C:22]([NH:25][C:26]([NH:28][C:29]4[CH:37]=[CH:36][C:32]([C:33]([OH:35])=O)=[CH:31][CH:30]=4)=[O:27])=[CH:21][CH:20]=3)[N:11]=[C:12]([N:13]3[CH2:18][CH2:17][O:16][CH2:15][CH2:14]3)[C:7]=2[CH:6]=[CH:5]1.[NH2:40][CH2:41][CH2:42][N:43]1[CH2:48][CH2:47][CH2:46][CH2:45][CH2:44]1. No catalyst specified. The product is [N:13]1([C:12]2[C:7]3[CH:6]=[CH:5][N:4]([CH2:3][C:2]([F:38])([F:39])[F:1])[C:8]=3[N:9]=[C:10]([C:19]3[CH:20]=[CH:21][C:22]([NH:25][C:26]([NH:28][C:29]4[CH:30]=[CH:31][C:32]([C:33]([NH:40][CH2:41][CH2:42][N:43]5[CH2:48][CH2:47][CH2:46][CH2:45][CH2:44]5)=[O:35])=[CH:36][CH:37]=4)=[O:27])=[CH:23][CH:24]=3)[N:11]=2)[CH2:14][CH2:15][O:16][CH2:17][CH2:18]1. The yield is 0.980.